From a dataset of Catalyst prediction with 721,799 reactions and 888 catalyst types from USPTO. Predict which catalyst facilitates the given reaction. (1) Reactant: [C:1]([O:6][CH3:7])(=[O:5])[C:2]([CH3:4])=[CH2:3].CC(C)([O-])C.[K+].[Cl:14][C:15]1[CH:20]=[CH:19][C:18]([C:21](=[O:30])[CH2:22][C:23]2[CH:28]=[CH:27][CH:26]=[C:25]([Cl:29])[CH:24]=2)=[CH:17][C:16]=1[F:31]. Product: [Cl:14][C:15]1[CH:20]=[CH:19][C:18]([C:21](=[O:30])[CH:22]([C:23]2[CH:28]=[CH:27][CH:26]=[C:25]([Cl:29])[CH:24]=2)[CH2:3][CH:2]([CH3:4])[C:1]([O:6][CH3:7])=[O:5])=[CH:17][C:16]=1[F:31]. The catalyst class is: 7. (2) Reactant: C(=O)([O-])[O-].[K+].[K+].Br[CH2:8][C@@H:9]([OH:20])[CH2:10][NH:11][C:12]([C:14]1[S:15][C:16]([Cl:19])=[CH:17][CH:18]=1)=[O:13]. Product: [Cl:19][C:16]1[S:15][C:14]([C:12]([NH:11][CH2:10][C@H:9]2[CH2:8][O:20]2)=[O:13])=[CH:18][CH:17]=1. The catalyst class is: 4. (3) Reactant: [CH2:1]([C:3]1[N:4]=[CH:5][S:6][C:7]=1[CH2:8][S:9][C:10]1[N:15]=[C:14]([OH:16])[CH:13]=[C:12]([C:17]([F:20])([F:19])[F:18])[N:11]=1)[CH3:2].[CH3:21][O-].[Na+].IC. Product: [CH2:1]([C:3]1[N:4]=[CH:5][S:6][C:7]=1[CH2:8][S:9][C:10]1[N:15]=[C:14]([O:16][CH3:21])[CH:13]=[C:12]([C:17]([F:20])([F:19])[F:18])[N:11]=1)[CH3:2]. The catalyst class is: 100.